This data is from Full USPTO retrosynthesis dataset with 1.9M reactions from patents (1976-2016). The task is: Predict the reactants needed to synthesize the given product. (1) Given the product [CH2:8]([C:15]1([CH2:25][N:26]([CH3:27])[CH3:28])[CH2:16][CH2:17][C:18]([C:21]2[CH:5]=[CH:6][CH:1]=[CH:2][CH:3]=2)([NH:23][CH3:24])[CH2:19][CH2:20]1)[C:9]1[CH:14]=[CH:13][CH:12]=[CH:11][CH:10]=1, predict the reactants needed to synthesize it. The reactants are: [C:1]1([Li])[CH:6]=[CH:5]C=[CH:3][CH:2]=1.[CH2:8]([C:15]1([CH2:25][N:26]([CH3:28])[CH3:27])[CH2:20][CH2:19][C:18]([NH:23][CH3:24])([C:21]#N)[CH2:17][CH2:16]1)[C:9]1[CH:14]=[CH:13][CH:12]=[CH:11][CH:10]=1. (2) The reactants are: [CH3:1][N:2]([CH3:23])[CH2:3][CH2:4][NH:5][C:6]([N:8]1[CH2:13][CH2:12][N:11]([C:14]2[CH:19]=[CH:18][C:17]([N+:20]([O-])=O)=[CH:16][CH:15]=2)[CH2:10][CH2:9]1)=[O:7]. Given the product [NH2:20][C:17]1[CH:16]=[CH:15][C:14]([N:11]2[CH2:12][CH2:13][N:8]([C:6]([NH:5][CH2:4][CH2:3][N:2]([CH3:23])[CH3:1])=[O:7])[CH2:9][CH2:10]2)=[CH:19][CH:18]=1, predict the reactants needed to synthesize it. (3) Given the product [Cl:25][C:19]1[CH:20]=[C:21]([Cl:24])[CH:22]=[CH:23][C:18]=1[C:4]1[N:3]=[C:2]([NH:33][CH2:34][CH2:35][NH:36][C:37]2[N:38]=[CH:39][C:40]([C:41]#[N:42])=[CH:43][CH:44]=2)[N:7]2[N:8]=[C:9]([CH2:11][N:12]3[CH2:17][CH2:16][O:15][CH2:14][CH2:13]3)[N:10]=[C:6]2[CH:5]=1, predict the reactants needed to synthesize it. The reactants are: Cl[C:2]1[N:7]2[N:8]=[C:9]([CH2:11][N:12]3[CH2:17][CH2:16][O:15][CH2:14][CH2:13]3)[N:10]=[C:6]2[CH:5]=[C:4]([C:18]2[CH:23]=[CH:22][C:21]([Cl:24])=[CH:20][C:19]=2[Cl:25])[N:3]=1.FC(F)(F)C(O)=O.[NH2:33][CH2:34][CH2:35][NH:36][C:37]1[CH:44]=[CH:43][C:40]([C:41]#[N:42])=[CH:39][N:38]=1.CCN(C(C)C)C(C)C.